This data is from Reaction yield outcomes from USPTO patents with 853,638 reactions. The task is: Predict the reaction yield, written as a fraction of the theoretical maximum amount of product (1.0 means a 100% yield; for example, 0.34 means a 34% yield). (1) The reactants are [F:1][C:2]1[CH:3]=[CH:4][C:5]2[N:9]=[C:8]([C@@H:10]([NH2:14])[CH:11]([CH3:13])[CH3:12])[N:7]([C:15]3[CH:16]=[N:17][CH:18]=[CH:19][CH:20]=3)[C:6]=2[CH:21]=1.Cl[C:23]1[N:31]=[CH:30][N:29]=[C:28]2[C:24]=1[N:25]=[CH:26][N:27]2C1CCCCO1.CCN(C(C)C)C(C)C. The catalyst is C(O)CCC. The yield is 0.390. The product is [F:1][C:2]1[CH:3]=[CH:4][C:5]2[N:9]=[C:8]([CH:10]([NH:14][C:23]3[N:31]=[CH:30][N:29]=[C:28]4[C:24]=3[N:25]=[CH:26][NH:27]4)[CH:11]([CH3:13])[CH3:12])[N:7]([C:15]3[CH:16]=[N:17][CH:18]=[CH:19][CH:20]=3)[C:6]=2[CH:21]=1. (2) The reactants are [F:1][C:2]1[CH:7]=[C:6]([F:8])[CH:5]=[CH:4][C:3]=1[N:9]1[C:13]([C:14]2[S:23][C:22]3[C:21]4[CH:24]=[C:25]([C:28](O)=[O:29])[CH:26]=[CH:27][C:20]=4[O:19][CH2:18][CH2:17][C:16]=3[CH:15]=2)=[N:12][CH:11]=[N:10]1.CN(C(ON1N=NC2C=CC=NC1=2)=[N+](C)C)C.F[P-](F)(F)(F)(F)F.CCN(C(C)C)C(C)C.[CH3:64][N:65]([CH3:71])[C@H:66]1[CH2:70][CH2:69][NH:68][CH2:67]1. The catalyst is CN(C=O)C.CCOC(C)=O. The product is [F:1][C:2]1[CH:7]=[C:6]([F:8])[CH:5]=[CH:4][C:3]=1[N:9]1[C:13]([C:14]2[S:23][C:22]3[C:21]4[CH:24]=[C:25]([C:28]([N:68]5[CH2:69][CH2:70][C@H:66]([N:65]([CH3:71])[CH3:64])[CH2:67]5)=[O:29])[CH:26]=[CH:27][C:20]=4[O:19][CH2:18][CH2:17][C:16]=3[CH:15]=2)=[N:12][CH:11]=[N:10]1. The yield is 0.580. (3) The reactants are I[C:2]1[CH:7]=[CH:6][C:5]([CH2:8][C:9]([N:11]2[CH2:16][CH2:15][O:14][CH2:13][CH2:12]2)=[O:10])=[CH:4][CH:3]=1.[CH3:17][C:18]1([CH3:34])[C:22]([CH3:24])([CH3:23])[O:21][B:20]([B:20]2[O:21][C:22]([CH3:24])([CH3:23])[C:18]([CH3:34])([CH3:17])[O:19]2)[O:19]1.CC([O-])=O.[K+].C(Cl)Cl.N#N. The catalyst is CS(C)=O. The product is [N:11]1([C:9](=[O:10])[CH2:8][C:5]2[CH:6]=[CH:7][C:2]([B:20]3[O:21][C:22]([CH3:24])([CH3:23])[C:18]([CH3:34])([CH3:17])[O:19]3)=[CH:3][CH:4]=2)[CH2:16][CH2:15][O:14][CH2:13][CH2:12]1. The yield is 0.720.